This data is from Forward reaction prediction with 1.9M reactions from USPTO patents (1976-2016). The task is: Predict the product of the given reaction. (1) Given the reactants [H-].[H-].[H-].[H-].[Li+].[Al+3].[CH2:7]([O:14][C:15]1[N:20]=[CH:19][C:18]([C:21]2[CH:26]=[CH:25][C:24]([CH2:27][C:28]([NH:30][C:31]3[CH:36]=[CH:35][C:34]([CH2:37][C:38]([CH3:45])([CH3:44])[C:39](OCC)=[O:40])=[C:33]([C:46]([F:49])([F:48])[F:47])[CH:32]=3)=[O:29])=[C:23]([F:50])[CH:22]=2)=[C:17]([O:51][CH2:52][CH3:53])[CH:16]=1)[C:8]1[CH:13]=[CH:12][CH:11]=[CH:10][CH:9]=1, predict the reaction product. The product is: [CH2:7]([O:14][C:15]1[N:20]=[CH:19][C:18]([C:21]2[CH:26]=[CH:25][C:24]([CH2:27][C:28]([NH:30][C:31]3[CH:36]=[CH:35][C:34]([CH2:37][C:38]([CH3:45])([CH3:44])[CH2:39][OH:40])=[C:33]([C:46]([F:47])([F:49])[F:48])[CH:32]=3)=[O:29])=[C:23]([F:50])[CH:22]=2)=[C:17]([O:51][CH2:52][CH3:53])[CH:16]=1)[C:8]1[CH:9]=[CH:10][CH:11]=[CH:12][CH:13]=1. (2) Given the reactants Br[C:2]1[CH:3]=[C:4]2[C:9](=[O:10])[O:8][C:6](=[O:7])[C:5]2=[CH:11][CH:12]=1.[CH3:13][C:14](N(C)C)=[O:15].C(N([CH2:24][CH3:25])CC)C, predict the reaction product. The product is: [C:2]([C:12]1[CH:11]=[C:13]2[C:5](=[CH:24][CH:25]=1)[C:6](=[O:7])[O:8][C:14]2=[O:15])#[C:3][C:2]1[CH:3]=[C:4]2[C:5](=[CH:11][CH:12]=1)[C:6](=[O:7])[O:8][C:9]2=[O:10].